This data is from NCI-60 drug combinations with 297,098 pairs across 59 cell lines. The task is: Regression. Given two drug SMILES strings and cell line genomic features, predict the synergy score measuring deviation from expected non-interaction effect. (1) Drug 1: CC1=CC2C(CCC3(C2CCC3(C(=O)C)OC(=O)C)C)C4(C1=CC(=O)CC4)C. Drug 2: C1C(C(OC1N2C=C(C(=O)NC2=O)F)CO)O. Cell line: SN12C. Synergy scores: CSS=26.5, Synergy_ZIP=-1.82, Synergy_Bliss=-4.60, Synergy_Loewe=-29.2, Synergy_HSA=-4.46. (2) Drug 1: CS(=O)(=O)CCNCC1=CC=C(O1)C2=CC3=C(C=C2)N=CN=C3NC4=CC(=C(C=C4)OCC5=CC(=CC=C5)F)Cl. Drug 2: CC1C(C(CC(O1)OC2CC(CC3=C2C(=C4C(=C3O)C(=O)C5=C(C4=O)C(=CC=C5)OC)O)(C(=O)CO)O)N)O.Cl. Cell line: M14. Synergy scores: CSS=30.7, Synergy_ZIP=-0.0534, Synergy_Bliss=3.98, Synergy_Loewe=-15.8, Synergy_HSA=2.65.